This data is from Reaction yield outcomes from USPTO patents with 853,638 reactions. The task is: Predict the reaction yield, written as a fraction of the theoretical maximum amount of product (1.0 means a 100% yield; for example, 0.34 means a 34% yield). (1) The reactants are [N:1]([CH2:4][CH2:5][CH2:6][C:7]1([C:20]2[CH:25]=[CH:24][CH:23]=[CH:22][CH:21]=2)[NH:11][N:10]=[C:9]([C:12]2[CH:17]=[C:16]([F:18])[CH:15]=[CH:14][C:13]=2[F:19])[S:8]1)=[N+:2]=[N-:3].C(N(CC)CC)C.[C:33](Cl)(=[O:38])[C:34]([CH3:37])([CH3:36])[CH3:35]. The catalyst is C(Cl)Cl. The product is [N:1]([CH2:4][CH2:5][CH2:6][C:7]1([C:20]2[CH:25]=[CH:24][CH:23]=[CH:22][CH:21]=2)[N:11]([C:33](=[O:38])[C:34]([CH3:37])([CH3:36])[CH3:35])[N:10]=[C:9]([C:12]2[CH:17]=[C:16]([F:18])[CH:15]=[CH:14][C:13]=2[F:19])[S:8]1)=[N+:2]=[N-:3]. The yield is 0.920. (2) The reactants are [CH:1]([C:4]1[N:5]=[C:6]([CH2:9][CH2:10][C:11]2[CH:44]=[CH:43][N:14]3[C:15](=[O:42])[C:16]([C:25](=[O:41])[CH2:26][C:27]4[N:28]=[N:29][N:30](CC5C=CC(OC)=CC=5)[N:31]=4)=[C:17]([N:19]4[CH2:24][CH2:23][O:22][CH2:21][CH2:20]4)[N:18]=[C:13]3[CH:12]=2)[S:7][CH:8]=1)([CH3:3])[CH3:2]. The catalyst is FC(F)(F)C(O)=O. The product is [CH:1]([C:4]1[N:5]=[C:6]([CH2:9][CH2:10][C:11]2[CH:44]=[CH:43][N:14]3[C:15](=[O:42])[C:16]([C:25](=[O:41])[CH2:26][C:27]4[N:28]=[N:29][NH:30][N:31]=4)=[C:17]([N:19]4[CH2:20][CH2:21][O:22][CH2:23][CH2:24]4)[N:18]=[C:13]3[CH:12]=2)[S:7][CH:8]=1)([CH3:3])[CH3:2]. The yield is 0.670. (3) The reactants are [F:1][C:2]1[CH:10]=[CH:9][C:8]([F:11])=[CH:7][C:3]=1[C:4](Cl)=[O:5].[OH:12][CH2:13][CH:14]1[NH:19][CH2:18][CH2:17][N:16]([C:20]([O:22][C:23]([CH3:26])([CH3:25])[CH3:24])=[O:21])[CH2:15]1.C(N(CC)CC)C.O. The catalyst is O1CCCC1. The product is [F:1][C:2]1[CH:10]=[CH:9][C:8]([F:11])=[CH:7][C:3]=1[C:4]([N:19]1[CH2:18][CH2:17][N:16]([C:20]([O:22][C:23]([CH3:24])([CH3:25])[CH3:26])=[O:21])[CH2:15][CH:14]1[CH2:13][OH:12])=[O:5]. The yield is 0.364. (4) The reactants are [OH:1][CH2:2][CH2:3][N:4]([CH3:33])[C:5]([C:7]1[CH:15]=[C:14]2[C:10]([C:11]3([CH2:32][CH2:31]3)[CH2:12][N:13]2[C:16]2[N:21]=[CH:20][C:19](B3OC(C)(C)C(C)(C)O3)=[CH:18][N:17]=2)=[CH:9][CH:8]=1)=[O:6].[CH3:34][C:35]1[CH:36]=[C:37](OS(C(F)(F)F)(=O)=O)[N:38]=[N:39][CH:40]=1.C([O-])([O-])=O.[K+].[K+]. The catalyst is O. The product is [OH:1][CH2:2][CH2:3][N:4]([CH3:33])[C:5]([C:7]1[CH:15]=[C:14]2[C:10]([C:11]3([CH2:31][CH2:32]3)[CH2:12][N:13]2[C:16]2[N:17]=[CH:18][C:19]([C:37]3[N:38]=[N:39][CH:40]=[C:35]([CH3:34])[CH:36]=3)=[CH:20][N:21]=2)=[CH:9][CH:8]=1)=[O:6]. The yield is 0.250. (5) The reactants are Br[C:2]1[CH:3]=[CH:4][C:5]([F:29])=[C:6]([C:8]2([C:19]3[CH:24]=[CH:23][N:22]=[C:21]([C:25]([F:28])([F:27])[F:26])[CH:20]=3)[C:16]3[C:11](=[C:12]([F:17])[CH:13]=[CH:14][CH:15]=3)[C:10]([NH2:18])=[N:9]2)[CH:7]=1.[N:30]1[CH:35]=[C:34](B(O)O)[CH:33]=[N:32][CH:31]=1. No catalyst specified. The product is [F:17][C:12]1[CH:13]=[CH:14][CH:15]=[C:16]2[C:11]=1[C:10]([NH2:18])=[N:9][C:8]2([C:6]1[CH:7]=[C:2]([C:34]2[CH:35]=[N:30][CH:31]=[N:32][CH:33]=2)[CH:3]=[CH:4][C:5]=1[F:29])[C:19]1[CH:24]=[CH:23][N:22]=[C:21]([C:25]([F:26])([F:27])[F:28])[CH:20]=1. The yield is 0.580. (6) The reactants are [N:1]1[C:10]2[C:9](=O)[CH2:8][CH2:7][CH2:6][C:5]=2[CH:4]=[CH:3][CH:2]=1.Cl.[NH2:13][OH:14]. No catalyst specified. The product is [N:1]1[C:10]2[C:9](=[N:13][OH:14])[CH2:8][CH2:7][CH2:6][C:5]=2[CH:4]=[CH:3][CH:2]=1. The yield is 0.960. (7) The reactants are [Cl:1][CH2:2][CH2:3][CH2:4][O:5][C:6]1[CH:11]=[CH:10][C:9]([C:12]2[S:13][C:14]3[CH2:20][CH2:19][CH:18]([C:21]([O:23]C)=[O:22])[CH2:17][C:15]=3[N:16]=2)=[CH:8][CH:7]=1.O.[OH-].[Li+]. The catalyst is O1CCCC1.O. The product is [Cl:1][CH2:2][CH2:3][CH2:4][O:5][C:6]1[CH:7]=[CH:8][C:9]([C:12]2[S:13][C:14]3[CH2:20][CH2:19][CH:18]([C:21]([OH:23])=[O:22])[CH2:17][C:15]=3[N:16]=2)=[CH:10][CH:11]=1. The yield is 0.870.